Dataset: Full USPTO retrosynthesis dataset with 1.9M reactions from patents (1976-2016). Task: Predict the reactants needed to synthesize the given product. (1) Given the product [C:1]([C:3]1[C:4]([O:35][CH2:34][CH2:33][N:30]2[CH2:31][CH2:32][O:27][CH2:28][CH2:29]2)=[CH:5][C:6]([O:35][CH2:34][CH2:33][N:30]2[CH2:31][CH2:32][O:27][CH2:28][CH2:29]2)=[C:7]([NH:9][C:10]2[N:15]=[C:14]([NH:16][CH:17]3[CH2:19][CH2:18]3)[C:13]3=[N:20][CH:21]=[C:22]([C:23]#[N:24])[N:12]3[N:11]=2)[CH:8]=1)#[N:2], predict the reactants needed to synthesize it. The reactants are: [C:1]([C:3]1[C:4](F)=[CH:5][C:6](F)=[C:7]([NH:9][C:10]2[N:15]=[C:14]([NH:16][CH:17]3[CH2:19][CH2:18]3)[C:13]3=[N:20][CH:21]=[C:22]([C:23]#[N:24])[N:12]3[N:11]=2)[CH:8]=1)#[N:2].[O:27]1[CH2:32][CH2:31][N:30]([CH2:33][CH2:34][OH:35])[CH2:29][CH2:28]1. (2) The reactants are: [NH2:1][CH2:2][C@H:3]1[CH2:8][CH2:7][C@H:6]([NH:9]C(=O)OCC2C=CC=CC=2)[CH2:5][CH2:4]1.[OH-].[Na+].[C:22](O[C:22]([O:24][C:25]([CH3:28])([CH3:27])[CH3:26])=[O:23])([O:24][C:25]([CH3:28])([CH3:27])[CH3:26])=[O:23]. Given the product [NH2:9][C@H:6]1[CH2:5][CH2:4][C@H:3]([CH2:2][NH:1][C:22](=[O:23])[O:24][C:25]([CH3:28])([CH3:27])[CH3:26])[CH2:8][CH2:7]1, predict the reactants needed to synthesize it.